Regression. Given two drug SMILES strings and cell line genomic features, predict the synergy score measuring deviation from expected non-interaction effect. From a dataset of NCI-60 drug combinations with 297,098 pairs across 59 cell lines. (1) Drug 1: CNC(=O)C1=CC=CC=C1SC2=CC3=C(C=C2)C(=NN3)C=CC4=CC=CC=N4. Drug 2: C1=CC=C(C(=C1)C(C2=CC=C(C=C2)Cl)C(Cl)Cl)Cl. Cell line: MALME-3M. Synergy scores: CSS=3.58, Synergy_ZIP=-0.0614, Synergy_Bliss=3.87, Synergy_Loewe=1.26, Synergy_HSA=2.55. (2) Drug 1: CN(C)C1=NC(=NC(=N1)N(C)C)N(C)C. Drug 2: C1=CN(C=N1)CC(O)(P(=O)(O)O)P(=O)(O)O. Synergy scores: CSS=12.5, Synergy_ZIP=3.59, Synergy_Bliss=11.5, Synergy_Loewe=-31.0, Synergy_HSA=9.36. Cell line: NCI-H322M.